From a dataset of Catalyst prediction with 721,799 reactions and 888 catalyst types from USPTO. Predict which catalyst facilitates the given reaction. (1) Reactant: C([O-])([O-])=O.[K+].[K+].C1(P(C2CCCCC2)C2C=CC=CC=2C2C(C(C)C)=CC(C(C)C)=CC=2C(C)C)CCCCC1.Cl[C:42]1[C:47](=[O:48])[N:46]([CH3:49])[CH:45]=[C:44]2[C:50](=[O:66])[N:51]([CH2:54][CH2:55][C:56]3[CH:65]=[CH:64][C:63]4[C:58](=[CH:59][CH:60]=[CH:61][CH:62]=4)[N:57]=3)[C:52](=[O:53])[C:43]=12.[NH:67]1[CH2:72][CH2:71][S:70](=[O:74])(=[O:73])[CH2:69][CH2:68]1. Product: [CH3:49][N:46]1[C:47](=[O:48])[C:42]([N:67]2[CH2:72][CH2:71][S:70](=[O:74])(=[O:73])[CH2:69][CH2:68]2)=[C:43]2[C:52](=[O:53])[N:51]([CH2:54][CH2:55][C:56]3[CH:65]=[CH:64][C:63]4[C:58](=[CH:59][CH:60]=[CH:61][CH:62]=4)[N:57]=3)[C:50](=[O:66])[C:44]2=[CH:45]1. The catalyst class is: 101. (2) Reactant: [CH2:1]([O:3][C:4]([C:6]1[NH:7][C:8]([CH3:21])=[C:9]([C:12]2[CH:17]=[CH:16][C:15]([C:18]([OH:20])=O)=[CH:14][CH:13]=2)[C:10]=1[CH3:11])=[O:5])[CH3:2].C(Cl)(=O)C(Cl)=O.[NH2:28][C:29]1[CH:30]=[C:31]([CH:34]=[CH:35][CH:36]=1)[C:32]#[N:33].C(=O)(O)[O-].[Na+]. Product: [CH2:1]([O:3][C:4]([C:6]1[NH:7][C:8]([CH3:21])=[C:9]([C:12]2[CH:13]=[CH:14][C:15]([C:18](=[O:20])[NH:28][C:29]3[CH:36]=[CH:35][CH:34]=[C:31]([C:32]#[N:33])[CH:30]=3)=[CH:16][CH:17]=2)[C:10]=1[CH3:11])=[O:5])[CH3:2]. The catalyst class is: 85. (3) Reactant: [Si:1]([O:8][CH2:9][C:10]([O:12]CC)=O)([C:4]([CH3:7])([CH3:6])[CH3:5])([CH3:3])[CH3:2].Cl.[CH3:16][NH:17][O:18][CH3:19].C([Mg]Cl)(C)C. Product: [Si:1]([O:8][CH2:9][C:10]([N:17]([O:18][CH3:19])[CH3:16])=[O:12])([C:4]([CH3:5])([CH3:6])[CH3:7])([CH3:2])[CH3:3]. The catalyst class is: 1. (4) Reactant: [CH2:1]([O:8][C:9]1[CH:10]=[C:11]([CH:23]=[CH:24][C:25]=1[N+:26]([O-])=O)[O:12][C:13]1[CH:14]=[CH:15][C:16]([S:19]([CH3:22])(=[O:21])=[O:20])=[N:17][CH:18]=1)[C:2]1[CH:7]=[CH:6][CH:5]=[CH:4][CH:3]=1.[Cl-].[Ca+2].[Cl-].C(O)C. Product: [CH2:1]([O:8][C:9]1[CH:10]=[C:11]([O:12][C:13]2[CH:18]=[N:17][C:16]([S:19]([CH3:22])(=[O:21])=[O:20])=[CH:15][CH:14]=2)[CH:23]=[CH:24][C:25]=1[NH2:26])[C:2]1[CH:3]=[CH:4][CH:5]=[CH:6][CH:7]=1. The catalyst class is: 150. (5) Reactant: C(O)C.[CH3:4][C:5]([C:11]1[S:15][C:14]([CH:16]=[O:17])=[CH:13][CH:12]=1)([CH3:10])[CH2:6][CH2:7][CH2:8][CH3:9].[BH4-].[K+].Cl. Product: [CH3:10][C:5]([C:11]1[S:15][C:14]([CH2:16][OH:17])=[CH:13][CH:12]=1)([CH3:4])[CH2:6][CH2:7][CH2:8][CH3:9]. The catalyst class is: 6. (6) Reactant: [NH:1]1[CH:5]=[CH:4][CH:3]=[CH:2]1.[CH:6](=O)[C:7]1[C:8](=[CH:10][CH:11]=[CH:12][CH:13]=1)[OH:9]. Product: [OH:9][C:8]1[CH:10]=[CH:11][CH:12]=[CH:13][C:7]=1[C:6]1[C:5]2[NH:1][C:2]([C:6]([C:7]3[CH:13]=[CH:12][CH:11]=[CH:10][C:8]=3[OH:9])=[C:2]3[N:1]=[C:5]([C:6]([C:7]4[CH:13]=[CH:12][CH:11]=[CH:10][C:8]=4[OH:9])=[C:2]4[NH:1][C:5](=[C:6]([C:7]5[CH:13]=[CH:12][CH:11]=[CH:10][C:8]=5[OH:9])[C:2]5[CH:3]=[CH:4][C:5]=1[N:1]=5)[CH:4]=[CH:3]4)[CH:4]=[CH:3]3)=[CH:3][CH:4]=2. The catalyst class is: 796.